This data is from Catalyst prediction with 721,799 reactions and 888 catalyst types from USPTO. The task is: Predict which catalyst facilitates the given reaction. (1) Reactant: Br[C:2]([CH3:20])([CH2:18][Br:19])[C:3](=[N:11][C:12]1[CH:17]=[CH:16][CH:15]=[CH:14][CH:13]=1)[O:4][C:5]1[CH:10]=[CH:9][CH:8]=[CH:7][CH:6]=1.C1CCN2C(=NCCC2)CC1.Cl. Product: [Br:19][CH:18]=[C:2]([CH3:20])[C:3](=[N:11][C:12]1[CH:17]=[CH:16][CH:15]=[CH:14][CH:13]=1)[O:4][C:5]1[CH:10]=[CH:9][CH:8]=[CH:7][CH:6]=1. The catalyst class is: 1. (2) Reactant: [Br:1][C:2]1[CH:3]=[N:4][C:5]([C:8]([OH:10])=[O:9])=[N:6][CH:7]=1.[CH3:11]CN(CC)CC.S(Cl)(Cl)(=O)=O. Product: [CH3:11][O:9][C:8]([C:5]1[N:6]=[CH:7][C:2]([Br:1])=[CH:3][N:4]=1)=[O:10]. The catalyst class is: 5. (3) Reactant: [CH3:1][O:2][CH2:3][C:4]1([N:13]2C(=O)C3C(=CC=CC=3)C2=O)[CH2:12][C:11]2[C:6](=[CH:7][CH:8]=[CH:9][CH:10]=2)[CH2:5]1.O.NN. Product: [CH3:1][O:2][CH2:3][C:4]1([NH2:13])[CH2:12][C:11]2[C:6](=[CH:7][CH:8]=[CH:9][CH:10]=2)[CH2:5]1. The catalyst class is: 8. (4) Reactant: [H-].[Na+].[CH:3]1([CH:8]([C:14]([CH3:16])=[O:15])[C:9]([O:11][CH2:12][CH3:13])=[O:10])[CH2:7][CH2:6][CH2:5][CH2:4]1.[H][H].I[CH2:20][CH2:21][CH2:22][CH3:23]. Product: [CH2:20]([C:8]([CH:3]1[CH2:4][CH2:5][CH2:6][CH2:7]1)([C:14]([CH3:16])=[O:15])[C:9]([O:11][CH2:12][CH3:13])=[O:10])[CH2:21][CH2:22][CH3:23]. The catalyst class is: 9.